From a dataset of Full USPTO retrosynthesis dataset with 1.9M reactions from patents (1976-2016). Predict the reactants needed to synthesize the given product. (1) Given the product [CH3:37][S:38]([O:1][C:2]1[CH:7]=[CH:6][C:5]([C:8]2([C:16]3[CH:17]=[C:18]([C:22]4[CH:27]=[CH:26][CH:25]=[C:24]([O:28][CH3:29])[CH:23]=4)[CH:19]=[CH:20][CH:21]=3)[C:9](=[O:15])[N:10]([CH3:14])[C:11](=[S:13])[NH:12]2)=[CH:4][CH:3]=1)(=[O:40])=[O:39], predict the reactants needed to synthesize it. The reactants are: [OH:1][C:2]1[CH:7]=[CH:6][C:5]([C:8]2([C:16]3[CH:17]=[C:18]([C:22]4[CH:27]=[CH:26][CH:25]=[C:24]([O:28][CH3:29])[CH:23]=4)[CH:19]=[CH:20][CH:21]=3)[NH:12][C:11](=[S:13])[N:10]([CH3:14])[C:9]2=[O:15])=[CH:4][CH:3]=1.C(N(CC)CC)C.[CH3:37][S:38](Cl)(=[O:40])=[O:39]. (2) Given the product [CH2:22]([O:21][CH:10]([CH2:11][O:12][CH2:13][C:14]1[CH:15]=[CH:16][CH:17]=[CH:18][CH:19]=1)[CH2:9][O:8][CH2:7][C:6]([OH:30])=[O:5])[C:23]1[CH:24]=[CH:25][CH:26]=[CH:27][CH:28]=1, predict the reactants needed to synthesize it. The reactants are: C([O:5][C:6](=[O:30])[CH2:7][O:8][CH2:9][CH:10]([O:21][C:22](=O)[C:23]1[CH:28]=[CH:27][CH:26]=[CH:25][CH:24]=1)[CH2:11][O:12][C:13](=O)[C:14]1[CH:19]=[CH:18][CH:17]=[CH:16][CH:15]=1)(C)(C)C.FC(F)(F)C(O)=O. (3) Given the product [CH:44]1([C:27]2[NH:26][C:23]3=[N:24][CH:25]=[C:20]([C:17]4[CH:18]=[CH:19][C:14]([N:11]5[CH2:10][CH2:9][NH:8][CH2:13][CH2:12]5)=[CH:15][CH:16]=4)[CH:21]=[C:22]3[C:28]=2[C:29]2[C:30]([CH3:43])=[N:31][N:32]([CH2:35][C:36]3[CH:41]=[CH:40][CH:39]=[C:38]([F:42])[CH:37]=3)[C:33]=2[CH3:34])[CH2:46][CH2:45]1, predict the reactants needed to synthesize it. The reactants are: C(OC([N:8]1[CH2:13][CH2:12][N:11]([C:14]2[CH:19]=[CH:18][C:17]([C:20]3[CH:21]=[C:22]4[C:28]([C:29]5[C:30]([CH3:43])=[N:31][N:32]([CH2:35][C:36]6[CH:41]=[CH:40][CH:39]=[C:38]([F:42])[CH:37]=6)[C:33]=5[CH3:34])=[C:27]([CH:44]5[CH2:46][CH2:45]5)[N:26](C(OC(C)(C)C)=O)[C:23]4=[N:24][CH:25]=3)=[CH:16][CH:15]=2)[CH2:10][CH2:9]1)=O)(C)(C)C.CO.Cl.C(=O)(O)[O-].[Na+]. (4) Given the product [Cl:23][C:24]1[N:29]=[CH:28][C:27]2[CH:30]=[N:31][N:32]([C:2]3[N:7]=[C:6]([N:8]4[CH2:14][CH:13]([OH:15])[CH2:12][N:11]([C:16]([O:18][C:19]([CH3:22])([CH3:21])[CH3:20])=[O:17])[CH2:10][CH2:9]4)[CH:5]=[CH:4][CH:3]=3)[C:26]=2[CH:25]=1, predict the reactants needed to synthesize it. The reactants are: Br[C:2]1[N:7]=[C:6]([N:8]2[CH2:14][CH:13]([OH:15])[CH2:12][N:11]([C:16]([O:18][C:19]([CH3:22])([CH3:21])[CH3:20])=[O:17])[CH2:10][CH2:9]2)[CH:5]=[CH:4][CH:3]=1.[Cl:23][C:24]1[N:29]=[CH:28][C:27]2[CH:30]=[N:31][NH:32][C:26]=2[CH:25]=1.CNCCNC.C([O-])([O-])=O.[K+].[K+]. (5) Given the product [CH3:13][C:14]1[CH:19]=[CH:18][C:17]([S:20]([NH:3][C@H:4]([C:10]([OH:12])=[O:11])[CH2:5][CH2:6][CH2:7][CH2:8][NH:9][S:20]([C:17]2[CH:18]=[CH:19][C:14]([CH3:13])=[CH:15][CH:16]=2)(=[O:22])=[O:21])(=[O:22])=[O:21])=[CH:16][CH:15]=1, predict the reactants needed to synthesize it. The reactants are: Cl.Cl.[NH2:3][C@H:4]([C:10]([OH:12])=[O:11])[CH2:5][CH2:6][CH2:7][CH2:8][NH2:9].[CH3:13][C:14]1[CH:19]=[CH:18][C:17]([S:20](Cl)(=[O:22])=[O:21])=[CH:16][CH:15]=1. (6) Given the product [CH2:1]([O:3][CH2:4][CH2:5][O:13][C:14]1[CH:15]=[C:16]([CH:21]=[CH:22][C:23]=1[I:24])[C:17]([O:19][CH3:20])=[O:18])[CH3:2], predict the reactants needed to synthesize it. The reactants are: [CH2:1]([O:3][CH2:4][CH2:5]Br)[CH3:2].C(=O)([O-])[O-].[K+].[K+].[OH:13][C:14]1[CH:15]=[C:16]([CH:21]=[CH:22][C:23]=1[I:24])[C:17]([O:19][CH3:20])=[O:18].O. (7) Given the product [I:1][C:2]1[N:3]=[CH:4][N:5]([CH2:8][CH2:9][N:27]2[CH2:26][CH2:25][N:24]([C:17]([O:19][C:20]([CH3:23])([CH3:22])[CH3:21])=[O:18])[CH2:29][CH2:28]2)[CH:6]=1, predict the reactants needed to synthesize it. The reactants are: [I:1][C:2]1[N:3]=[CH:4][NH:5][CH:6]=1.Br[CH2:8][CH2:9]Cl.C([O-])([O-])=O.[K+].[K+].[C:17]([N:24]1[CH2:29][CH2:28][NH:27][CH2:26][CH2:25]1)([O:19][C:20]([CH3:23])([CH3:22])[CH3:21])=[O:18].